From a dataset of Experimentally validated miRNA-target interactions with 360,000+ pairs, plus equal number of negative samples. Binary Classification. Given a miRNA mature sequence and a target amino acid sequence, predict their likelihood of interaction. (1) The miRNA is hsa-miR-765 with sequence UGGAGGAGAAGGAAGGUGAUG. The protein sequence of the target gene is MNGGNESSGADRAGGPVATSVPIGWQRCVREGAVLYISPSGTELSSLEQTRSYLLSDGTCKCGLECPLNVPKVFNFDPLAPVTPGGAGVGPASEEDMTKLCNHRRKAVAMATLYRSMETTCSHSSPGEGASPQMFHTVSPGPPSARPPCRVPPTTPLNGGPGSLPPEPPSVSQAFPTLAGPGGLFPPRLADPVPSGGSSSPRFLPRGNAPSPAPPPPPAISLNAPSYNWGAALRSSLVPSDLGSPPAPHASSSPPSDPPLFHCSDALTPPPLPPSNNLPAHPGPASQPPVSSATMHLPLV.... Result: 1 (interaction). (2) The miRNA is mmu-miR-671-5p with sequence AGGAAGCCCUGGAGGGGCUGGAG. The protein sequence of the target gene is MCFWTNLSVWMILLSHSLSLVSSTETGKTLTQNNSRAGSQGLLEVLRVLSAGDHWSLNHPQSLIKILLERTGCPQRTDWTQGDCKLCLEADALLLTAGGNLEDELREEVVQRVSLLLLYYIIHQEEICSSKLNMSNREYEFYLHSLLGLRQDEDSYFLSEKETDDILAFTRKYFGTSSSQCMETKILQRESGIQGSNGADEKTLPQLAATIIALSLQGVCLGRKALPSPDDFTEYIFSFLNSTNTLHLSEIEQLLNMLTTRRTCAKEDKYLHQYQRKQNTEEHSLRDPKTSTAMDKESDD.... Result: 0 (no interaction). (3) The miRNA is mmu-miR-5132-5p with sequence GCGUGGGGUGGUGGACUCAGG. The protein sequence of the target gene is MQTQRVPGRKRGRPPLHSTRVQMAVHNLYSASAASVPAVTIPKKRGRKPRYKIKSPVLMTPLALSPPRSTPEPDLSSIPQDAATIPSLVVPEALTVCLYINKQADVGPYLERRKLQQLPERLGPERPATVLQQAVQACIDCAHQPRLVFSLVKQGYRGELVSVSASFDGKQHLRSLPVVNSVGYVLRFLTKLCRSLLCDNLFSHLPFPGSIGASDKAQEREDGRTESAKVATAEECLANAVGMNRYAMDFSHRGSVTHSSSLYKRLTCGDSHLAGGPATTTSGSRTNPVPSGGSSSPGLR.... Result: 0 (no interaction). (4) The miRNA is cel-miR-1022-5p with sequence AAGAUCAUUGUUAGGACGCCAUC. The protein sequence of the target gene is MLDGPLFSEGPDSPRELQDEESGSCLWVQKSKLLVIEVKTISCHYSRRAPSRQPMDFQASHWARGFQNRTCGPRPGSPQPPPRRPWASRVLQEATNWRAGPLAEVRAREQEKRKAASQEREAKETERKRRKAGGARRSPPGRPRPEPRNAPRVAQLAGLPAPLRPERLAPVGRAPRPSAQPQSDPGSAWAGPWGGRRPGPPSYEAHLLLRGSAGTAPRRRWDRPPPYVAPPSYEGPHRTLGTKRGPGNSQVPTSSAPAATPARTDGGRTKKRLDPRIYRDVLGAWGLRQGQGLLGGSPGC.... Result: 0 (no interaction). (5) The miRNA is gga-miR-365-3p with sequence UAAUGCCCCUAAAAAUCCUUAU. The protein sequence of the target gene is MASEMEPEVQAIDRSLLECSAEEIAGRWLQATDLNREVYQHLAHCVPKIYCRGPNPFPQKEDTLAQHILLGPMEWYICAEDPALGFPKLEQANKPSHLCGRVFKVGEPTYSCRDCAVDPTCVLCMECFLGSIHRDHRYRMTTSGGGGFCDCGDTEAWKEGPYCQKHKLSSSEVVEEEDPLVHLSEDVIARTYNIFAIMFRYAVDILTWEKESELPEDLEVAEKSDTYYCMLFNDEVHTYEQVIYTLQKAVNCTQKEAIGFATTVDRDGRRSVRYGDFQYCDQAKTVIVRNTSRQTKPLKV.... Result: 0 (no interaction). (6) The miRNA is hsa-miR-4463 with sequence GAGACUGGGGUGGGGCC. The protein sequence of the target gene is MKRDRLGRFLSPGIARQRGGSGGGCGSGRTRGRPSRSGGTSADGAAAQLSWGSMTRSCGDTGDDGTDEAGAGRTLAMGHCRLCHGKFSSRSLRSISDRVPGETSERLSPGERVFIRDFQRLLGVAVHQDPALPQSVCKNCYTQFYQCHSLLRTFLQRVNVSPAGQRKPCTKVGVQPTTVAEEGACVADLIASSPRCLHGLVGWVHEHAVSCGSLPSLQRTLSSEYCGIIQAVWGCDQGHDFTMDTASSCRALFLDSALAVKWAWGKDLSPRLAQNSESNPTGAASRLCQARETQVGSETK.... Result: 0 (no interaction). (7) The miRNA is mmu-miR-132-3p with sequence UAACAGUCUACAGCCAUGGUCG. The protein sequence of the target gene is MSAFGHDEAWMEAGGFGLEAAERTEYQSLCKSKLLFLGEQSVGKTSIISRFMYNSFGCACQATVGIDFLSKTMYLEDQIVQLQLWDTAGQERFHSLIPSYIRDSTIAVVVYDITNINSFKETDKWVEHVRAERGDDVVIMLLGNKIDLDNKRQVTAEQGEEKSRNLNVMFIETSAKTGYNVKKLFRRVASALLSTRTSPPPKEGTVEIELESFEESGNRSYC. Result: 0 (no interaction). (8) The miRNA is mmu-miR-466q with sequence GUGCACACACACACAUACGU. The protein sequence of the target gene is MARFSTYIIFTSVLCQLTVTAASGTLKKVAGALDGSVTFTLNITEIKVDYVVWTFNTFFLAMVKKDGVTSQSSNKERIVFPDGLYSMKLSQLKKNDSGAYRAEIYSTSSQASLIQEYVLHVYKHLSRPKVTIDRQSNKNGTCVINLTCSTDQDGENVTYSWKAVGQGDNQFHDGATLSIAWRSGEKDQALTCMARNPVSNSFSTPVFPQKLCEDAATDLTSLRGILYILCFSAVLILFAVLLTIFHTTWIKKGKGCEEDKKRVDRHQEMPDLCPHLEENADYDTIPYTEKRRPEEDAPNT.... Result: 1 (interaction).